The task is: Predict the product of the given reaction.. This data is from Forward reaction prediction with 1.9M reactions from USPTO patents (1976-2016). (1) The product is: [NH2:19][C:18]1[CH:17]=[C:16]([C:14]2[N:3]=[N:2][N:1]([CH2:4][CH2:5][NH:6][C:7](=[O:13])[O:8][C:9]([CH3:10])([CH3:12])[CH3:11])[CH:15]=2)[CH:22]=[CH:21][CH:20]=1. Given the reactants [N:1]([CH2:4][CH2:5][NH:6][C:7](=[O:13])[O:8][C:9]([CH3:12])([CH3:11])[CH3:10])=[N+:2]=[N-:3].[C:14]([C:16]1[CH:17]=[C:18]([CH:20]=[CH:21][CH:22]=1)[NH2:19])#[CH:15], predict the reaction product. (2) The product is: [CH3:3][CH:2]([C:4]1[CH:5]=[CH:6][C:7]([C:10](=[CH2:14])[C:11](=[O:13])[CH3:12])=[CH:8][CH:9]=1)[CH3:1]. Given the reactants [CH3:1][CH:2]([C:4]1[CH:9]=[CH:8][C:7]([C:10](=[CH2:14])[CH:11]([OH:13])[CH3:12])=[CH:6][CH:5]=1)[CH3:3], predict the reaction product. (3) Given the reactants [CH2:1]([C@@H:8]1[CH2:12][O:11][C:10](=[O:13])[N:9]1[C:14](=[O:19])[CH2:15][CH2:16][CH:17]=[CH2:18])[C:2]1[CH:7]=[CH:6][CH:5]=[CH:4][CH:3]=1.[Li+].C[Si]([N-][Si](C)(C)C)(C)C.Br[CH2:31][C:32]1[C:37]([Cl:38])=[CH:36][C:35]([O:39][CH2:40][C:41]2[CH:46]=[CH:45][CH:44]=[CH:43][CH:42]=2)=[CH:34][C:33]=1[Cl:47], predict the reaction product. The product is: [CH2:1]([C@@H:8]1[CH2:12][O:11][C:10](=[O:13])[N:9]1[C:14](=[O:19])[C@H:15]([CH2:31][C:32]1[C:33]([Cl:47])=[CH:34][C:35]([O:39][CH2:40][C:41]2[CH:42]=[CH:43][CH:44]=[CH:45][CH:46]=2)=[CH:36][C:37]=1[Cl:38])[CH2:16][CH:17]=[CH2:18])[C:2]1[CH:3]=[CH:4][CH:5]=[CH:6][CH:7]=1. (4) Given the reactants Cl[C:2]1[CH:7]=[C:6]([C:8]([F:11])([F:10])[F:9])[N:5]=[C:4]([C:12]2[CH:17]=[N:16][CH:15]=[CH:14][N:13]=2)[N:3]=1.[Cl:18][C:19]1[CH:25]=[CH:24][C:23]([OH:26])=[CH:22][C:20]=1[NH2:21], predict the reaction product. The product is: [Cl:18][C:19]1[CH:25]=[CH:24][C:23]([OH:26])=[CH:22][C:20]=1[NH:21][C:2]1[CH:7]=[C:6]([C:8]([F:11])([F:10])[F:9])[N:5]=[C:4]([C:12]2[CH:17]=[N:16][CH:15]=[CH:14][N:13]=2)[N:3]=1.